This data is from Forward reaction prediction with 1.9M reactions from USPTO patents (1976-2016). The task is: Predict the product of the given reaction. (1) Given the reactants [N:1]1([CH2:7][CH:8]([N:11]2[CH:15]=[C:14]([C:16]3[C:17]4[CH:24]=[CH:23][N:22](COCC[Si](C)(C)C)[C:18]=4[N:19]=[CH:20][N:21]=3)[CH:13]=[N:12]2)[CH2:9][CH3:10])[CH2:6][CH2:5][NH:4][CH2:3][CH2:2]1.[C:33](Cl)(=[O:40])[C:34]1[CH:39]=[CH:38][CH:37]=[CH:36][CH:35]=1.ClCCl.C(O)(C(F)(F)[F:48])=O, predict the reaction product. The product is: [N:19]1[C:18]2[NH:22][CH:23]=[CH:24][C:17]=2[C:16]([C:14]2[CH:13]=[N:12][N:11]([CH:8]([CH2:9][CH3:10])[CH2:7][N:1]3[CH2:6][CH2:5][N:4]([C:33]([C:34]4[CH:39]=[CH:38][C:37]([F:48])=[CH:36][CH:35]=4)=[O:40])[CH2:3][CH2:2]3)[CH:15]=2)=[N:21][CH:20]=1. (2) Given the reactants [B][B][B][B][B][B][B][B][B][B].[NH2:11][C:12]1[C:20]2[C:15](=[N:16][CH:17]=[C:18]([C:34]3[CH:39]=[CH:38][CH:37]=[CH:36][CH:35]=3)[C:19]=2[N:21]2[CH2:26][CH2:25][N:24]([C:27]([O:29][C:30]([CH3:33])([CH3:32])[CH3:31])=[O:28])[CH2:23][CH2:22]2)[N:14]([CH2:40][C:41]2[CH:46]=[CH:45][C:44]([O:47][CH3:48])=[CH:43][CH:42]=2)[N:13]=1.[CH3:49][O:50][C:51]1[CH:64]=[CH:63][C:54]([CH2:55][N:56]2[CH2:60][C:59](=O)[CH2:58][C:57]2=[O:62])=[CH:53][CH:52]=1, predict the reaction product. The product is: [CH3:48][O:47][C:44]1[CH:43]=[CH:42][C:41]([CH2:40][N:14]2[C:15]3=[N:16][CH:17]=[C:18]([C:34]4[CH:39]=[CH:38][CH:37]=[CH:36][CH:35]=4)[C:19]([N:21]4[CH2:22][CH2:23][N:24]([C:27]([O:29][C:30]([CH3:33])([CH3:32])[CH3:31])=[O:28])[CH2:25][CH2:26]4)=[C:20]3[C:12]([NH:11][CH:59]3[CH2:58][C:57](=[O:62])[N:56]([CH2:55][C:54]4[CH:53]=[CH:52][C:51]([O:50][CH3:49])=[CH:64][CH:63]=4)[CH2:60]3)=[N:13]2)=[CH:46][CH:45]=1. (3) The product is: [CH3:29][O:30][C:2]1[C:3]([NH2:14])=[CH:4][C:5]([N:8]2[CH2:13][CH2:12][O:11][CH2:10][CH2:9]2)=[N:6][CH:7]=1. Given the reactants I[C:2]1[C:3]([NH2:14])=[CH:4][C:5]([N:8]2[CH2:13][CH2:12][O:11][CH2:10][CH2:9]2)=[N:6][CH:7]=1.N1C2C(=CC=C3C=2N=CC=C3)C=CC=1.[C:29](=O)([O-])[O-:30].[Cs+].[Cs+], predict the reaction product. (4) Given the reactants [F:1][C:2]1[C:3]([C:9]#[N:10])=[N:4][CH:5]=[C:6](F)[CH:7]=1.[CH3:11][C:12]([CH3:15])([O-:14])[CH3:13].[Na+], predict the reaction product. The product is: [C:12]([O:14][C:6]1[CH:7]=[C:2]([F:1])[C:3]([C:9]#[N:10])=[N:4][CH:5]=1)([CH3:15])([CH3:13])[CH3:11]. (5) Given the reactants ClC1C=CC(NC([CH:11]2[C:20]3[C:15](=[CH:16][CH:17]=[CH:18][CH:19]=3)[CH2:14][CH:13]([C:21]([OH:23])=O)[NH:12]2)=O)=CC=1.[C:24]([C:26]1[CH:27]=[C:28]([CH:31]=[CH:32][CH:33]=1)[CH2:29][NH2:30])#[N:25].[CH2:34]([Cl:37])[CH2:35]Cl.[OH2:38], predict the reaction product. The product is: [C:24]([C:26]1[CH:27]=[C:28]([CH:31]=[CH:32][CH:33]=1)[CH2:29][NH:30][C:21]([CH:13]1[CH2:14][C:15]2[C:20](=[CH:19][CH:18]=[CH:17][CH:16]=2)[CH2:11][N:12]1[C:11]([NH:12][C:13]1[CH:21]=[CH:35][C:34]([Cl:37])=[CH:15][CH:14]=1)=[O:38])=[O:23])#[N:25]. (6) Given the reactants [S:1]1[CH:5]=[CH:4][CH:3]=[C:2]1[S:6]([N:9]1[CH2:14][CH2:13][N:12]([C:15]2[CH:20]=[CH:19][C:18]([C:21]([OH:27])([CH3:26])[C:22]([F:25])([F:24])[F:23])=[CH:17][CH:16]=2)[C@@H:11]([CH2:28][C:29]#N)[CH2:10]1)(=[O:8])=[O:7].[OH-:31].[Na+].[OH2:33].CCO.[ClH:37], predict the reaction product. The product is: [ClH:37].[S:1]1[CH:5]=[CH:4][CH:3]=[C:2]1[S:6]([N:9]1[CH2:14][CH2:13][N:12]([C:15]2[CH:20]=[CH:19][C:18]([C:21]([OH:27])([CH3:26])[C:22]([F:23])([F:25])[F:24])=[CH:17][CH:16]=2)[C@@H:11]([CH2:28][C:29]([OH:33])=[O:31])[CH2:10]1)(=[O:8])=[O:7]. (7) Given the reactants B.C1COCC1.B1(C)OC(C2C=CC=CC=2)(C2C=CC=CC=2)[C@H]2N1CCC2.[F:28][C:29]1[CH:34]=[CH:33][C:32]([C:35](=[O:42])[CH2:36][CH2:37][C:38]([O:40][CH3:41])=[O:39])=[CH:31][CH:30]=1, predict the reaction product. The product is: [F:28][C:29]1[CH:30]=[CH:31][C:32]([C@H:35]([OH:42])[CH2:36][CH2:37][C:38]([O:40][CH3:41])=[O:39])=[CH:33][CH:34]=1. (8) Given the reactants [CH3:1][N:2]([CH3:21])[CH:3]1[CH2:8][CH2:7][C:6]([C:9]2[C:17]3[C:12](=[CH:13][CH:14]=[C:15]([N+:18]([O-])=O)[CH:16]=3)[NH:11][CH:10]=2)=[CH:5][CH2:4]1.O.NN, predict the reaction product. The product is: [CH3:1][N:2]([CH3:21])[CH:3]1[CH2:8][CH2:7][C:6]([C:9]2[C:17]3[C:12](=[CH:13][CH:14]=[C:15]([NH2:18])[CH:16]=3)[NH:11][CH:10]=2)=[CH:5][CH2:4]1.